Dataset: Full USPTO retrosynthesis dataset with 1.9M reactions from patents (1976-2016). Task: Predict the reactants needed to synthesize the given product. (1) Given the product [CH3:1][O:2][CH:3]([O:19][CH3:20])[C@:4]1([CH3:18])[C@H:9]([OH:10])[C@@H:8]([N:28]([C:25]2[CH:26]=[CH:27][C:22]([Cl:21])=[CH:23][CH:24]=2)[CH2:29][C:30]2[NH:31][CH:32]=[CH:33][N:34]=2)[C:7]2[CH:11]=[C:12]([N+:15]([O-:17])=[O:16])[CH:13]=[CH:14][C:6]=2[O:5]1, predict the reactants needed to synthesize it. The reactants are: [CH3:1][O:2][CH:3]([O:19][CH3:20])[C@:4]1([CH3:18])[C@@H:9]2[O:10][C@@H:8]2[C:7]2[CH:11]=[C:12]([N+:15]([O-:17])=[O:16])[CH:13]=[CH:14][C:6]=2[O:5]1.[Cl:21][C:22]1[CH:27]=[CH:26][C:25]([NH:28][CH2:29][C:30]2[NH:31][CH:32]=[CH:33][N:34]=2)=[CH:24][CH:23]=1. (2) Given the product [F:41][C:42]1[CH:43]=[C:44]([CH:62]=[CH:63][CH:64]=1)[CH2:45][N:46]1[C:50]([CH3:51])=[C:49]([C:2]2[C:10]3[C:5](=[N:6][CH:7]=[C:8]([C:11]4[CH:12]=[C:13]([NH:17][CH:18]5[CH2:23][CH2:22][N:21]([C:24]([O:26][C:27]([CH3:29])([CH3:30])[CH3:28])=[O:25])[CH2:20][CH2:19]5)[CH:14]=[CH:15][CH:16]=4)[CH:9]=3)[N:4]([S:31]([C:34]3[CH:35]=[CH:36][C:37]([CH3:38])=[CH:39][CH:40]=3)(=[O:32])=[O:33])[CH:3]=2)[C:48]([CH3:61])=[N:47]1, predict the reactants needed to synthesize it. The reactants are: I[C:2]1[C:10]2[C:5](=[N:6][CH:7]=[C:8]([C:11]3[CH:12]=[C:13]([NH:17][CH:18]4[CH2:23][CH2:22][N:21]([C:24]([O:26][C:27]([CH3:30])([CH3:29])[CH3:28])=[O:25])[CH2:20][CH2:19]4)[CH:14]=[CH:15][CH:16]=3)[CH:9]=2)[N:4]([S:31]([C:34]2[CH:40]=[CH:39][C:37]([CH3:38])=[CH:36][CH:35]=2)(=[O:33])=[O:32])[CH:3]=1.[F:41][C:42]1[CH:43]=[C:44]([CH:62]=[CH:63][CH:64]=1)[CH2:45][N:46]1[C:50]([CH3:51])=[C:49](B2OC(C)(C)C(C)(C)O2)[C:48]([CH3:61])=[N:47]1.C(=O)([O-])[O-].[Na+].[Na+]. (3) Given the product [CH3:1][C:2]1[N:7]2[N:8]=[C:9]([CH2:11][CH2:12][C:13]3[NH:14][CH:15]=[C:16]([C:18]4[O:19][C:20]([CH3:23])=[CH:21][CH:22]=4)[N:17]=3)[N:10]=[C:6]2[CH:5]=[CH:4][CH:3]=1, predict the reactants needed to synthesize it. The reactants are: [CH3:1][C:2]1[N:7]2[N:8]=[C:9](/[CH:11]=[CH:12]/[C:13]3[NH:14][CH:15]=[C:16]([C:18]4[O:19][C:20]([CH3:23])=[CH:21][CH:22]=4)[N:17]=3)[N:10]=[C:6]2[CH:5]=[CH:4][CH:3]=1.[H][H]. (4) Given the product [CH2:1]([O:3][C:4]([N:6]1[CH2:11][CH2:10][N:9]([C:12](=[O:39])[C@@H:13]([NH:24][C:25]([C:27]2[CH:31]=[C:30]([O:32][C:51]3([C:49]([O:48][CH2:46][CH3:47])=[O:50])[CH2:54][CH2:53][CH2:52]3)[N:29]([C:33]3[CH:34]=[CH:35][CH:36]=[CH:37][CH:38]=3)[N:28]=2)=[O:26])[CH2:14][CH2:15][CH2:16][C:17]([OH:19])=[O:18])[CH2:8][CH2:7]1)=[O:5])[CH3:2], predict the reactants needed to synthesize it. The reactants are: [CH2:1]([O:3][C:4]([N:6]1[CH2:11][CH2:10][N:9]([C:12](=[O:39])[C@@H:13]([NH:24][C:25]([C:27]2[CH:31]=[C:30]([OH:32])[N:29]([C:33]3[CH:38]=[CH:37][CH:36]=[CH:35][CH:34]=3)[N:28]=2)=[O:26])[CH2:14][CH2:15][CH2:16][C:17]([O:19]C(C)(C)C)=[O:18])[CH2:8][CH2:7]1)=[O:5])[CH3:2].C(=O)([O-])[O-].[Cs+].[Cs+].[CH2:46]([O:48][C:49]([C:51]1(Br)[CH2:54][CH2:53][CH2:52]1)=[O:50])[CH3:47]. (5) Given the product [CH3:19][C:20]([CH3:24])=[CH:21][CH2:22][N:1]1[C:10]2[C:5](=[CH:6][CH:7]=[CH:8][CH:9]=2)[NH:4][C:3](=[O:11])[C:2]1=[O:12], predict the reactants needed to synthesize it. The reactants are: [NH:1]1[C:10]2[C:5](=[CH:6][CH:7]=[CH:8][CH:9]=2)[NH:4][C:3](=[O:11])[C:2]1=[O:12].C(=O)([O-])[O-].[Cs+].[Cs+].[CH3:19][C:20]([CH3:24])=[CH:21][CH2:22]Br.O. (6) Given the product [OH:62][C:59]1[CH:60]=[CH:61][C:56]([CH:55]([NH:63][C:24]([C@@H:20]2[CH2:21][CH2:22][CH2:23][N:18]([C:16](=[O:17])[CH2:15][CH2:14][CH:11]3[CH2:12][CH2:13][N:8]([C:6]([O:5][C:1]([CH3:3])([CH3:2])[CH3:4])=[O:7])[CH2:9][CH2:10]3)[CH2:19]2)=[O:25])[CH2:54][C:53]([O:52][CH3:51])=[O:64])=[CH:57][CH:58]=1, predict the reactants needed to synthesize it. The reactants are: [C:1]([O:5][C:6]([N:8]1[CH2:13][CH2:12][CH:11]([CH2:14][CH2:15][C:16]([N:18]2[CH2:23][CH2:22][CH2:21][C@@H:20]([C:24](O)=[O:25])[CH2:19]2)=[O:17])[CH2:10][CH2:9]1)=[O:7])([CH3:4])([CH3:3])[CH3:2].CN(C(ON1N=NC2C=CC=NC1=2)=[N+](C)C)C.F[P-](F)(F)(F)(F)F.[CH3:51][O:52][C:53](=[O:64])[CH2:54][CH:55]([NH2:63])[C:56]1[CH:61]=[CH:60][C:59]([OH:62])=[CH:58][CH:57]=1.C(N(C(C)C)C(C)C)C. (7) Given the product [Cl-:1].[CH2:7]([N+:9]([CH2:10][CH2:11][O:12][CH2:13][CH2:14][OH:15])([CH2:16][CH2:17][OH:18])[CH2:2][CH:3]([OH:6])[CH2:4][OH:5])[CH3:8], predict the reactants needed to synthesize it. The reactants are: [Cl:1][CH2:2][CH:3]([OH:6])[CH2:4][OH:5].[CH2:7]([N:9]([CH2:16][CH2:17][OH:18])[CH2:10][CH2:11][O:12][CH2:13][CH2:14][OH:15])[CH3:8]. (8) Given the product [Cl:12][C:4]1[C:5]([N+:15]([O-:16])=[O:13])=[C:6]([NH2:8])[CH:7]=[C:2]([Cl:1])[N:3]=1, predict the reactants needed to synthesize it. The reactants are: [Cl:1][C:2]1[CH:7]=[C:6]([NH:8][N+]([O-])=O)[CH:5]=[C:4]([Cl:12])[N:3]=1.[OH-:13].[Na+].[NH4+:15].[OH-:16].